This data is from Forward reaction prediction with 1.9M reactions from USPTO patents (1976-2016). The task is: Predict the product of the given reaction. (1) Given the reactants [Br:1][C:2]1[CH:7]=[C:6]([CH2:8][C:9]#[N:10])[CH:5]=[CH:4][N:3]=1.Br[CH2:12][CH2:13]Br.CCOCC.[H-].[Na+], predict the reaction product. The product is: [Br:1][C:2]1[CH:7]=[C:6]([C:8]2([C:9]#[N:10])[CH2:13][CH2:12]2)[CH:5]=[CH:4][N:3]=1. (2) The product is: [CH3:9][O:8][C:5]1[C:4]([NH:10][C:11](=[O:28])[C@@H:12]([NH:20][C:21](=[O:27])[O:22][C:23]([CH3:26])([CH3:25])[CH3:24])[CH2:13][C:14]2[CH:19]=[CH:18][CH:17]=[CH:16][CH:15]=2)=[CH:3][C:2]([C:37]2[CH:38]=[N:39][NH:40][CH:41]=2)=[CH:7][N:6]=1. Given the reactants Br[C:2]1[CH:3]=[C:4]([NH:10][C:11](=[O:28])[C@@H:12]([NH:20][C:21](=[O:27])[O:22][C:23]([CH3:26])([CH3:25])[CH3:24])[CH2:13][C:14]2[CH:19]=[CH:18][CH:17]=[CH:16][CH:15]=2)[C:5]([O:8][CH3:9])=[N:6][CH:7]=1.CC1(C)C(C)(C)OB([C:37]2[CH:38]=[N:39][NH:40][CH:41]=2)O1.[O-]P([O-])([O-])=O.[K+].[K+].[K+].CC(C1C=C(C(C)C)C(C2C=CC=CC=2P(C2CCCCC2)C2CCCCC2)=C(C(C)C)C=1)C, predict the reaction product.